From a dataset of Reaction yield outcomes from USPTO patents with 853,638 reactions. Predict the reaction yield, written as a fraction of the theoretical maximum amount of product (1.0 means a 100% yield; for example, 0.34 means a 34% yield). (1) The reactants are [N:1]1([C:7]2[N:12]=[C:11]([N:13]3[CH:18]4[CH2:19][CH2:20][CH:14]3[CH2:15][O:16][CH2:17]4)[N:10]=[C:9]([C:21]3[CH:27]=[CH:26][C:24]([NH2:25])=[CH:23][CH:22]=3)[N:8]=2)[CH2:6][CH2:5][O:4][CH2:3][CH2:2]1.ClC(Cl)(O[C:32](=[O:38])OC(Cl)(Cl)Cl)Cl.[NH2:40][C:41]1[CH:49]=[CH:48][C:44]([CH2:45][CH2:46][OH:47])=[CH:43][CH:42]=1. No catalyst specified. The product is [OH:47][CH2:46][CH2:45][C:44]1[CH:48]=[CH:49][C:41]([NH:40][C:32]([NH:25][C:24]2[CH:26]=[CH:27][C:21]([C:9]3[N:8]=[C:7]([N:1]4[CH2:2][CH2:3][O:4][CH2:5][CH2:6]4)[N:12]=[C:11]([N:13]4[CH:14]5[CH2:20][CH2:19][CH:18]4[CH2:17][O:16][CH2:15]5)[N:10]=3)=[CH:22][CH:23]=2)=[O:38])=[CH:42][CH:43]=1. The yield is 0.330. (2) The reactants are C(N(S(F)(F)[F:7])CC)C.[C:10]([O:14][C:15]([N:17]1[CH2:20][C:19]([C:22]2[S:23][CH:24]=[C:25]([C:27]3[C:28]([O:42][CH:43]4[CH2:46][CH2:45][CH2:44]4)=[C:29]4[C:34](=[CH:35][CH:36]=3)[N:33]([C:37]([O:39][CH3:40])=[O:38])[C@@H:32]([CH3:41])[CH2:31][CH2:30]4)[N:26]=2)(O)[CH2:18]1)=[O:16])([CH3:13])([CH3:12])[CH3:11].C(=O)(O)[O-].[Na+]. The catalyst is ClCCl. The product is [C:10]([O:14][C:15]([N:17]1[CH2:20][C:19]([C:22]2[S:23][CH:24]=[C:25]([C:27]3[C:28]([O:42][CH:43]4[CH2:46][CH2:45][CH2:44]4)=[C:29]4[C:34](=[CH:35][CH:36]=3)[N:33]([C:37]([O:39][CH3:40])=[O:38])[C@@H:32]([CH3:41])[CH2:31][CH2:30]4)[N:26]=2)([F:7])[CH2:18]1)=[O:16])([CH3:13])([CH3:12])[CH3:11]. The yield is 0.590. (3) The product is [C:14]([Si:11]([CH3:13])([CH3:12])[N:8]1[C:5]2=[N:6][CH:7]=[C:2]([C:4]3[CH:5]=[N:6][CH:7]=[CH:2][CH:3]=3)[CH:3]=[C:4]2[CH:10]=[CH:9]1)([CH3:17])([CH3:16])[CH3:15]. The reactants are Br[C:2]1[CH:3]=[C:4]2[CH:10]=[CH:9][N:8]([Si:11]([C:14]([CH3:17])([CH3:16])[CH3:15])([CH3:13])[CH3:12])[C:5]2=[N:6][CH:7]=1.C(=O)([O-])[O-].[Na+].[Na+]. The yield is 0.570. The catalyst is COCCOC.C(OCC)(=O)C. (4) The reactants are [C:1]([C:5]1[CH:10]=[C:9]([S:11][C:12]([S:15][C:16]2[CH:21]=[C:20]([C:22]([CH3:25])([CH3:24])[CH3:23])[C:19]([O:26][CH2:27][CH2:28][CH2:29][C@@H:30]3[CH2:34][O:33]C(C)(C)[O:31]3)=[C:18]([C:37]([CH3:40])([CH3:39])[CH3:38])[CH:17]=2)([CH3:14])[CH3:13])[CH:8]=[C:7]([C:41]([CH3:44])([CH3:43])[CH3:42])[C:6]=1[OH:45])([CH3:4])([CH3:3])[CH3:2].Cl.[OH-].[K+]. The catalyst is CO. The product is [C:22]([C:20]1[CH:21]=[C:16]([S:15][C:12]([S:11][C:9]2[CH:10]=[C:5]([C:1]([CH3:4])([CH3:3])[CH3:2])[C:6]([OH:45])=[C:7]([C:41]([CH3:44])([CH3:43])[CH3:42])[CH:8]=2)([CH3:14])[CH3:13])[CH:17]=[C:18]([C:37]([CH3:40])([CH3:39])[CH3:38])[C:19]=1[O:26][CH2:27][CH2:28][CH2:29][C@H:30]([OH:31])[CH2:34][OH:33])([CH3:25])([CH3:24])[CH3:23]. The yield is 0.930.